This data is from Reaction yield outcomes from USPTO patents with 853,638 reactions. The task is: Predict the reaction yield, written as a fraction of the theoretical maximum amount of product (1.0 means a 100% yield; for example, 0.34 means a 34% yield). (1) The reactants are O=[C:2]1[CH2:7][CH2:6][CH:5]([C:8]([O:10][CH2:11][CH3:12])=[O:9])[CH2:4][CH2:3]1.[CH3:13][C@@H:14]1[NH:19][CH2:18][CH2:17][N:16]([C:20]([O:22][C:23]([CH3:26])([CH3:25])[CH3:24])=[O:21])[CH2:15]1.C(O)(=O)C.C(O[BH-](OC(=O)C)OC(=O)C)(=O)C.[Na+].[OH-].[Na+]. The catalyst is C(Cl)Cl.O. The product is [CH2:11]([O:10][C:8]([CH:5]1[CH2:6][CH2:7][CH:2]([N:19]2[CH2:18][CH2:17][N:16]([C:20]([O:22][C:23]([CH3:26])([CH3:25])[CH3:24])=[O:21])[CH2:15][C@@H:14]2[CH3:13])[CH2:3][CH2:4]1)=[O:9])[CH3:12]. The yield is 0.770. (2) The reactants are [OH:1][C:2]1[C:7](=[O:8])[CH:6]=[CH:5][O:4][C:3]=1[CH3:9].[C:10]1([CH3:20])[CH:15]=[CH:14][C:13]([S:16](Cl)(=[O:18])=[O:17])=[CH:12][CH:11]=1. The yield is 0.640. The product is [CH3:20][C:10]1[CH:15]=[CH:14][C:13]([S:16]([O:1][C:2]2[C:7](=[O:8])[CH:6]=[CH:5][O:4][C:3]=2[CH3:9])(=[O:18])=[O:17])=[CH:12][CH:11]=1. The catalyst is N1C=CC=CC=1. (3) The reactants are C([Li])(CC)C.C1CCCCC1.[C:12]1([C:18]2[CH:36]=[CH:35][C:21]3[S:22][C:23]4[CH:28]=[CH:27][C:26]([C:29]5[CH:34]=[CH:33][CH:32]=[CH:31][CH:30]=5)=[CH:25][C:24]=4[C:20]=3[CH:19]=2)[CH:17]=[CH:16][CH:15]=[CH:14][CH:13]=1.C(O[B:41]1[O:45][C:44]([CH3:47])([CH3:46])[C:43]([CH3:49])([CH3:48])[O:42]1)(C)C. The catalyst is C1COCC1. The product is [C:29]1([C:26]2[CH:27]=[C:28]([B:41]3[O:45][C:44]([CH3:47])([CH3:46])[C:43]([CH3:49])([CH3:48])[O:42]3)[C:23]3[S:22][C:21]4[CH:35]=[CH:36][C:18]([C:12]5[CH:17]=[CH:16][CH:15]=[CH:14][CH:13]=5)=[CH:19][C:20]=4[C:24]=3[CH:25]=2)[CH:30]=[CH:31][CH:32]=[CH:33][CH:34]=1. The yield is 0.537. (4) The reactants are [Br:1][CH2:2][CH2:3][NH2:4].[C:5](O[C:5]([O:7][C:8]([CH3:11])([CH3:10])[CH3:9])=[O:6])([O:7][C:8]([CH3:11])([CH3:10])[CH3:9])=[O:6].C([O-])(O)=O.[Na+]. The catalyst is ClCCl.O. The product is [Br:1][CH2:2][CH2:3][NH:4][C:5](=[O:6])[O:7][C:8]([CH3:11])([CH3:10])[CH3:9]. The yield is 0.820. (5) The reactants are [CH3:1][C:2]1[CH:11]=[CH:10][CH:9]=[C:8]2[C:3]=1[C:4](=[O:15])[C:5]([C:12]([OH:14])=O)=[CH:6][NH:7]2.[NH2:16][C:17]1[CH:24]=[CH:23][C:22]([N:25]2[CH:29]3[CH2:30][CH2:31][CH:26]2[CH2:27][CH2:28]3)=[CH:21][C:18]=1[C:19]#[N:20].C(P1(=O)OP(CCC)(=O)OP(CCC)(=O)O1)CC.N1C=CC=CC=1. The catalyst is CC1CCCO1.C(OCC)(=O)C. The product is [CH:29]12[N:25]([C:22]3[CH:23]=[CH:24][C:17]([NH:16][C:12]([C:5]4[C:4](=[O:15])[C:3]5[C:8](=[CH:9][CH:10]=[CH:11][C:2]=5[CH3:1])[NH:7][CH:6]=4)=[O:14])=[C:18]([C:19]#[N:20])[CH:21]=3)[CH:26]([CH2:31][CH2:30]1)[CH2:27][CH2:28]2. The yield is 0.490.